Dataset: Reaction yield outcomes from USPTO patents with 853,638 reactions. Task: Predict the reaction yield, written as a fraction of the theoretical maximum amount of product (1.0 means a 100% yield; for example, 0.34 means a 34% yield). (1) The product is [Cl-:31].[CH3:22][C:20]1[CH:21]=[C:16]([CH:17]=[C:18]([CH3:23])[CH:19]=1)[NH:15][C:12]1[C:11]([NH2+:24][C:25]2[CH:26]=[CH:27][CH:28]=[CH:29][CH:30]=2)=[N:10][C:9]([C:3]2[C:2]([CH3:1])=[CH:7][CH:6]=[CH:5][C:4]=2[CH3:8])=[CH:14][N:13]=1. The yield is 0.830. The catalyst is O. The reactants are [CH3:1][C:2]1[CH:7]=[CH:6][CH:5]=[C:4]([CH3:8])[C:3]=1[C:9]1[N:10]=[C:11]([NH:24][C:25]2[CH:30]=[CH:29][CH:28]=[CH:27][CH:26]=2)[C:12]([NH:15][C:16]2[CH:21]=[C:20]([CH3:22])[CH:19]=[C:18]([CH3:23])[CH:17]=2)=[N:13][CH:14]=1.[ClH:31]. (2) The reactants are [NH:1]1[CH2:5][CH2:4][CH2:3][CH2:2]1.[OH:6][C:7]1[CH:14]=[C:13]([F:15])[C:10]([CH:11]=O)=[C:9]([Cl:16])[CH:8]=1.C(O[BH-](OC(=O)C)OC(=O)C)(=O)C.[Na+].Cl. The catalyst is ClCCl.O. The product is [Cl:16][C:9]1[CH:8]=[C:7]([OH:6])[CH:14]=[C:13]([F:15])[C:10]=1[CH2:11][N:1]1[CH2:5][CH2:4][CH2:3][CH2:2]1. The yield is 0.710. (3) The reactants are [NH:1]1[CH2:4][CH:3]([CH2:5][C:6]2[N:7]([C:12]3[CH:17]=[CH:16][C:15]([C:18]4[CH:27]=[C:26]5[C:21]([CH:22]=[CH:23][CH:24]=[N:25]5)=[CH:20][CH:19]=4)=[CH:14][C:13]=3[F:28])[C:8](=[O:11])[NH:9][N:10]=2)[CH2:2]1.[CH3:29][C:30]1([C:33](O)=[O:34])[CH2:32][CH2:31]1.Cl.CN(C)CCCN=C=NCC.C(N(CC)C(C)C)(C)C.N1(O)C2C=CC=CC=2N=N1. The catalyst is CN(C)C=O. The product is [F:28][C:13]1[CH:14]=[C:15]([C:18]2[CH:27]=[C:26]3[C:21]([CH:22]=[CH:23][CH:24]=[N:25]3)=[CH:20][CH:19]=2)[CH:16]=[CH:17][C:12]=1[N:7]1[C:6]([CH2:5][CH:3]2[CH2:4][N:1]([C:33]([C:30]3([CH3:29])[CH2:32][CH2:31]3)=[O:34])[CH2:2]2)=[N:10][NH:9][C:8]1=[O:11]. The yield is 0.0920. (4) The reactants are [CH2:1]([O:3][C:4]([C:6]1[CH:10]=[C:9]([CH3:11])[N:8]([C:12]2[CH:17]=[CH:16][C:15]([Br:18])=[CH:14][N:13]=2)[N:7]=1)=O)C.BrC1C=C[C:23]([NH:26][NH2:27])=NC=1.C(O)(=[O:30])C.O=C(CC(=O)C)C(OCC)=O. The catalyst is C(O)C. The product is [Br:18][C:15]1[CH:16]=[CH:17][C:12]([N:8]2[C:9]([CH3:11])=[CH:10][C:6]([C:4]3[O:3][C:1](=[O:30])[N:26]([CH3:23])[N:27]=3)=[N:7]2)=[N:13][CH:14]=1. The yield is 0.100.